This data is from Full USPTO retrosynthesis dataset with 1.9M reactions from patents (1976-2016). The task is: Predict the reactants needed to synthesize the given product. Given the product [CH3:12][N:9]1[CH:10]=[CH:11][C:6]([NH2:5])=[N:7][C:8]1=[O:13], predict the reactants needed to synthesize it. The reactants are: CN(C=[N:5][C:6]1[CH:11]=[CH:10][N:9]([CH3:12])[C:8](=[O:13])[N:7]=1)C.CN.